This data is from Forward reaction prediction with 1.9M reactions from USPTO patents (1976-2016). The task is: Predict the product of the given reaction. (1) Given the reactants [N:1]#[C:2]Br.[CH3:4][C:5]1[CH:10]=[C:9]([CH3:11])[CH:8]=[C:7]([CH3:12])[C:6]=1[NH:13][CH2:14][CH2:15][NH2:16], predict the reaction product. The product is: [CH3:12][C:7]1[CH:8]=[C:9]([CH3:11])[CH:10]=[C:5]([CH3:4])[C:6]=1[N:13]1[CH2:14][CH2:15][N:16]=[C:2]1[NH2:1]. (2) Given the reactants [F:1][C:2]([F:26])([F:25])[C:3]1[N:8]2[N:9]=[CH:10][C:11]([C:12]([OH:14])=O)=[C:7]2[N:6]=[C:5]([C:15]2[CH:20]=[CH:19][C:18]([C:21]([F:24])([F:23])[F:22])=[CH:17][CH:16]=2)[CH:4]=1.[NH2:27][C:28]1[S:32][C:31]([S:33]([NH2:36])(=[O:35])=[O:34])=[N:30][N:29]=1, predict the reaction product. The product is: [S:33]([C:31]1[S:32][C:28]([NH:27][C:12]([C:11]2[CH:10]=[N:9][N:8]3[C:3]([C:2]([F:26])([F:1])[F:25])=[CH:4][C:5]([C:15]4[CH:16]=[CH:17][C:18]([C:21]([F:23])([F:24])[F:22])=[CH:19][CH:20]=4)=[N:6][C:7]=23)=[O:14])=[N:29][N:30]=1)(=[O:35])(=[O:34])[NH2:36]. (3) Given the reactants [Cl:1][C:2]1[CH:3]=[C:4](B(O)O)[CH:5]=[CH:6][C:7]=1[F:8].Cl[C:13]1[C:18]([CH3:19])=[CH:17][C:16]([C:20]2[C:29]3[C:24](=[CH:25][C:26]([S:30]([NH:33][C:34]4[CH:38]=[CH:37][O:36][N:35]=4)(=[O:32])=[O:31])=[CH:27][CH:28]=3)[N:23]=[CH:22][N:21]=2)=[C:15]([O:39][CH3:40])[CH:14]=1.P([O-])([O-])([O-])=O.[K+].[K+].[K+].O1CCOCC1, predict the reaction product. The product is: [Cl:1][C:2]1[CH:3]=[C:4]([C:13]2[CH:14]=[C:15]([O:39][CH3:40])[C:16]([C:20]3[C:29]4[C:24](=[CH:25][C:26]([S:30]([NH:33][C:34]5[CH:38]=[CH:37][O:36][N:35]=5)(=[O:31])=[O:32])=[CH:27][CH:28]=4)[N:23]=[CH:22][N:21]=3)=[CH:17][C:18]=2[CH3:19])[CH:5]=[CH:6][C:7]=1[F:8]. (4) Given the reactants [CH2:1]([C:3]1[C:8](=[O:9])[NH:7][C:6]([CH3:10])=[C:5]([C:11]2[CH:12]=[N:13][CH:14]=[C:15]([C:17]([OH:19])=O)[CH:16]=2)[CH:4]=1)[CH3:2].[O:20]=[C:21]([C:24]1[CH:29]=[CH:28][CH:27]=[CH:26][CH:25]=1)[CH2:22][NH2:23], predict the reaction product. The product is: [O:20]=[C:21]([C:24]1[CH:29]=[CH:28][CH:27]=[CH:26][CH:25]=1)[CH2:22][NH:23][C:17]([C:15]1[CH:16]=[C:11]([C:5]2[CH:4]=[C:3]([CH2:1][CH3:2])[C:8](=[O:9])[NH:7][C:6]=2[CH3:10])[CH:12]=[N:13][CH:14]=1)=[O:19]. (5) Given the reactants [Cl:1][C:2]1[C:3]2[CH:10]=[CH:9][N:8]([C:11]3[CH:12]=[C:13]([CH3:17])[CH:14]=[CH:15][CH:16]=3)[C:4]=2[N:5]=[CH:6][N:7]=1.[I:18]I, predict the reaction product. The product is: [Cl:1][C:2]1[C:3]2[C:10]([I:18])=[CH:9][N:8]([C:11]3[CH:12]=[C:13]([CH3:17])[CH:14]=[CH:15][CH:16]=3)[C:4]=2[N:5]=[CH:6][N:7]=1. (6) Given the reactants [NH2:1][C:2]1[CH:7]=[CH:6][C:5]([C:8]2[CH:13]=[CH:12][C:11]([C:14]([F:17])([F:16])[F:15])=[CH:10][CH:9]=2)=[CH:4][C:3]=1[C:18]1[NH:22][C:21](=[O:23])[O:20][N:19]=1.[F:24][C:25]1[CH:26]=[C:27]([N:32]=[C:33]=[O:34])[CH:28]=[C:29]([F:31])[CH:30]=1.C(#N)C, predict the reaction product. The product is: [F:24][C:25]1[CH:26]=[C:27]([NH:32][C:33]([NH:1][C:2]2[CH:7]=[CH:6][C:5]([C:8]3[CH:9]=[CH:10][C:11]([C:14]([F:15])([F:16])[F:17])=[CH:12][CH:13]=3)=[CH:4][C:3]=2[C:18]2[NH:22][C:21](=[O:23])[O:20][N:19]=2)=[O:34])[CH:28]=[C:29]([F:31])[CH:30]=1. (7) Given the reactants F[C:2]1[C:7]([C:8]([F:11])([F:10])[F:9])=[CH:6][CH:5]=[CH:4][C:3]=1[C:12]([C:14]1[CH:19]=[CH:18][C:17]([O:20][CH3:21])=[CH:16][CH:15]=1)=O.Cl.[CH:23]1([NH:29][NH2:30])[CH2:28][CH2:27][CH2:26][CH2:25][CH2:24]1, predict the reaction product. The product is: [CH:23]1([N:29]2[C:2]3[C:3](=[CH:4][CH:5]=[CH:6][C:7]=3[C:8]([F:11])([F:10])[F:9])[C:12]([C:14]3[CH:19]=[CH:18][C:17]([O:20][CH3:21])=[CH:16][CH:15]=3)=[N:30]2)[CH2:28][CH2:27][CH2:26][CH2:25][CH2:24]1. (8) Given the reactants C1(S(CC2C(C(OC)=O)=C3C(C4C=COC=4C(C)O3)=CC=2)(=O)=O)C=CC=CC=1.[NH2:29][C:30]1[C:35]([C:36]([O:38][CH3:39])=[O:37])=[C:34](O)[C:33]([C:41]2[CH:45]=[CH:44][O:43][C:42]=2[CH2:46][CH2:47][OH:48])=[CH:32][CH:31]=1, predict the reaction product. The product is: [NH2:29][C:30]1[CH:31]=[CH:32][C:33]2[C:41]3[CH:45]=[CH:44][O:43][C:42]=3[CH2:46][CH2:47][O:48][C:34]=2[C:35]=1[C:36]([O:38][CH3:39])=[O:37].